This data is from Reaction yield outcomes from USPTO patents with 853,638 reactions. The task is: Predict the reaction yield, written as a fraction of the theoretical maximum amount of product (1.0 means a 100% yield; for example, 0.34 means a 34% yield). (1) The reactants are Cl.Cl.[C:3]1([N:9]2[CH2:14][CH2:13][N:12]([C:15]([O:17][CH2:18][CH:19]3[O:24][CH2:23][CH2:22][NH:21][CH2:20]3)=[O:16])[CH2:11][CH2:10]2)[CH:8]=[CH:7][CH:6]=[CH:5][CH:4]=1.[C:25](Cl)(=[O:27])[CH3:26]. The catalyst is N1C=CC=CC=1. The product is [C:3]1([N:9]2[CH2:14][CH2:13][N:12]([C:15]([O:17][CH2:18][CH:19]3[O:24][CH2:23][CH2:22][N:21]([C:25](=[O:27])[CH3:26])[CH2:20]3)=[O:16])[CH2:11][CH2:10]2)[CH:4]=[CH:5][CH:6]=[CH:7][CH:8]=1. The yield is 0.780. (2) The yield is 0.250. The reactants are [OH:1][C:2]1[C:3](=[O:16])[N:4]([CH3:15])[C:5]2[C:10]([C:11]=1[C:12](Cl)=[O:13])=[CH:9][CH:8]=[CH:7][CH:6]=2.[NH2:17][C@@H:18]([C:20]1[CH:21]=[C:22]([N:26]2[CH2:31][CH2:30][N:29]([C:32]([O:34][CH2:35][C:36]3[CH:41]=[CH:40][CH:39]=[CH:38][CH:37]=3)=[O:33])[CH2:28][CH2:27]2)[CH:23]=[CH:24][CH:25]=1)[CH3:19]. The product is [OH:1][C:2]1[C:3](=[O:16])[N:4]([CH3:15])[C:5]2[C:10]([C:11]=1[C:12]([NH:17][C@@H:18]([C:20]1[CH:21]=[C:22]([N:26]3[CH2:27][CH2:28][N:29]([C:32]([O:34][CH2:35][C:36]4[CH:41]=[CH:40][CH:39]=[CH:38][CH:37]=4)=[O:33])[CH2:30][CH2:31]3)[CH:23]=[CH:24][CH:25]=1)[CH3:19])=[O:13])=[CH:9][CH:8]=[CH:7][CH:6]=2. No catalyst specified. (3) The product is [OH:1][C:2]1[C:3]([CH3:11])=[C:4]([CH:8]=[CH:9][CH:10]=1)[C:5]([O:7][CH2:17][CH3:18])=[O:6]. The yield is 0.990. The catalyst is O. The reactants are [OH:1][C:2]1[C:3]([CH3:11])=[C:4]([CH:8]=[CH:9][CH:10]=1)[C:5]([OH:7])=[O:6].S(=O)(=O)(O)O.[CH2:17](O)[CH3:18]. (4) The reactants are [CH2:1]([C:8]1[C:17]2[C:12](=[CH:13][CH:14]=[CH:15][CH:16]=2)[C:11]([N:18]2[CH2:23][CH2:22][N:21]([C:24]3[N:29]=[CH:28][C:27]([NH2:30])=[CH:26][N:25]=3)[CH2:20][CH2:19]2)=[N:10][N:9]=1)[C:2]1[CH:7]=[CH:6][CH:5]=[CH:4][CH:3]=1.[C:31](OC(=O)C)(=[O:33])[CH3:32]. No catalyst specified. The product is [CH2:1]([C:8]1[C:17]2[C:12](=[CH:13][CH:14]=[CH:15][CH:16]=2)[C:11]([N:18]2[CH2:19][CH2:20][N:21]([C:24]3[N:25]=[CH:26][C:27]([NH:30][C:31](=[O:33])[CH3:32])=[CH:28][N:29]=3)[CH2:22][CH2:23]2)=[N:10][N:9]=1)[C:2]1[CH:7]=[CH:6][CH:5]=[CH:4][CH:3]=1. The yield is 0.310. (5) The reactants are [NH2:1][C:2]1[CH:7]=[CH:6][C:5]([NH:8][S:9]([CH3:12])(=[O:11])=[O:10])=[CH:4][CH:3]=1.[C:13]([O:17][CH2:18][CH3:19])(=[O:16])[CH:14]=O.C(O)(=O)C.ClC(Cl)C.C(O[BH-](OC(=O)C)OC(=O)C)(=O)C.[Na+]. The catalyst is C(=O)([O-])O.[Na+]. The product is [CH2:18]([O:17][C:13](=[O:16])[CH2:14][NH:1][C:2]1[CH:7]=[CH:6][C:5]([NH:8][S:9]([CH3:12])(=[O:11])=[O:10])=[CH:4][CH:3]=1)[CH3:19]. The yield is 0.550. (6) The reactants are [CH3:1][C:2]1[CH:7]=[CH:6][C:5]([OH:8])=[CH:4][C:3]=1[N+:9]([O-:11])=[O:10].[CH3:12][C:13](C)([O-])[CH3:14].[K+].CS(OCCC)(=O)=O.O. The catalyst is C1COCC1.CS(C)=O.C(OCC)(=O)C. The product is [CH3:1][C:2]1[CH:7]=[CH:6][C:5]([O:8][CH2:12][CH2:13][CH3:14])=[CH:4][C:3]=1[N+:9]([O-:11])=[O:10]. The yield is 0.980. (7) The reactants are [O:1]1[CH:5]=[CH:4][C:3]([C:6]2[CH:15]=[N:14][C:9]3[O:10][CH2:11][CH2:12][NH:13][C:8]=3[CH:7]=2)=[CH:2]1.[Br:16][C:17]1[CH:18]=[C:19]([CH:23]=[C:24]([Br:28])[C:25]=1[O:26][CH3:27])[C:20](Cl)=[O:21].C(N(CC)CC)C.O. The catalyst is ClCCl. The product is [Br:16][C:17]1[CH:18]=[C:19]([C:20]([N:13]2[CH2:12][CH2:11][O:10][C:9]3[N:14]=[CH:15][C:6]([C:3]4[CH:4]=[CH:5][O:1][CH:2]=4)=[CH:7][C:8]2=3)=[O:21])[CH:23]=[C:24]([Br:28])[C:25]=1[O:26][CH3:27]. The yield is 0.910. (8) The yield is 0.260. The reactants are Br[C:2]1[CH:11]=[C:10]2[C:5]([CH:6]=[CH:7][C:8]([CH3:12])=[N:9]2)=[CH:4][CH:3]=1.N1C=CC=CC=1C(O)=O.C([O-])([O-])=O.[Cs+].[Cs+].[C:28]([O:36][CH2:37][CH3:38])(=[O:35])[CH2:29][C:30]([O:32][CH2:33][CH3:34])=[O:31]. The catalyst is O1CCOCC1.O.C(OCC)(=O)C. The product is [CH3:12][C:8]1[CH:7]=[CH:6][C:5]2[C:10](=[CH:11][C:2]([CH:29]([C:30]([O:32][CH2:33][CH3:34])=[O:31])[C:28]([O:36][CH2:37][CH3:38])=[O:35])=[CH:3][CH:4]=2)[N:9]=1.